This data is from Full USPTO retrosynthesis dataset with 1.9M reactions from patents (1976-2016). The task is: Predict the reactants needed to synthesize the given product. The reactants are: [N:1]1[NH:2][N:3]=[CH:4][CH:5]=1.Br[C:7]1[CH:12]=[CH:11][C:10]([C:13](=[O:16])[CH2:14][CH3:15])=[CH:9][CH:8]=1.P([O-])([O-])([O-])=O.[K+].[K+].[K+].O. Given the product [N:1]1[N:2]([C:7]2[CH:12]=[CH:11][C:10]([C:13](=[O:16])[CH2:14][CH3:15])=[CH:9][CH:8]=2)[N:3]=[CH:4][CH:5]=1, predict the reactants needed to synthesize it.